This data is from Reaction yield outcomes from USPTO patents with 853,638 reactions. The task is: Predict the reaction yield, written as a fraction of the theoretical maximum amount of product (1.0 means a 100% yield; for example, 0.34 means a 34% yield). The reactants are [H-].[Na+].[N:3]1([CH2:12][C:13]#[N:14])[C:7]2=[N:8][CH:9]=[CH:10][CH:11]=[C:6]2[CH:5]=[CH:4]1.Br[CH2:16][CH2:17][CH2:18][CH2:19]Br.CCOCC. The catalyst is CS(C)=O.CCCCCC.C(OCC)(=O)C. The product is [N:3]1([C:12]2([C:13]#[N:14])[CH2:19][CH2:18][CH2:17][CH2:16]2)[C:7]2=[N:8][CH:9]=[CH:10][CH:11]=[C:6]2[CH:5]=[CH:4]1. The yield is 0.870.